The task is: Predict the reactants needed to synthesize the given product.. This data is from Full USPTO retrosynthesis dataset with 1.9M reactions from patents (1976-2016). Given the product [Cl:51][C:52]1[CH:57]=[CH:56][CH:55]=[CH:54][C:53]=1[S:58][CH:59]1[CH2:64][CH2:63][N:62]([C:16](=[O:18])[CH2:15][NH:14][C:12]([C:9]2[CH:8]=[C:7]([C:1]3[CH:2]=[CH:3][CH:4]=[CH:5][CH:6]=3)[NH:11][N:10]=2)=[O:13])[CH2:61][CH2:60]1, predict the reactants needed to synthesize it. The reactants are: [C:1]1([C:7]2[NH:11][N:10]=[C:9]([C:12]([NH:14][CH2:15][C:16]([OH:18])=O)=[O:13])[CH:8]=2)[CH:6]=[CH:5][CH:4]=[CH:3][CH:2]=1.CCN(C(C)C)C(C)C.C1C=CC2N(O)N=NC=2C=1.CCN=C=NCCCN(C)C.Cl.Cl.[Cl:51][C:52]1[CH:57]=[CH:56][CH:55]=[CH:54][C:53]=1[S:58][CH:59]1[CH2:64][CH2:63][NH:62][CH2:61][CH2:60]1.